Dataset: Orexin1 receptor HTS with 218,158 compounds and 233 confirmed actives. Task: Binary Classification. Given a drug SMILES string, predict its activity (active/inactive) in a high-throughput screening assay against a specified biological target. (1) The compound is S(CC(=O)N1N=C(CC1(O)c1ccccc1)C)Cc1ccccc1. The result is 0 (inactive). (2) The compound is O1C(CCC1)CNC(=O)COc1cc2C(=O)CC(Oc2cc1)(C)C. The result is 0 (inactive). (3) The compound is O=C(N1CCN(CC1)c1nc(N2CCN(CC2)C(=O)C(n2nnc(C(N)C(CC)C)c2)Cc2[nH]c3c(c2)cccc3)nc(n1)NCCOCCOCCOCC#C)C(n1nnc(C(N)C(CC)C)c1)Cc1[nH]c2c(c1)cccc2. The result is 0 (inactive). (4) The drug is S1c2c(C(c3c(C1)cccc3)C=1NCCN1)cccc2. The result is 0 (inactive). (5) The result is 0 (inactive). The drug is s1c(nc2c1nccc2)c1cc(NC(=O)c2occc2)c(cc1)C. (6) The drug is S(=O)(=O)(N1CCOCC1)c1ccc(cc1)c1nc(sc1)NC(=O)c1c(OC)cccc1. The result is 1 (active). (7) The drug is S(=O)(=O)(NCc1ccc(cc1)C)c1ccc(c2oc(nc2)C2CC2)cc1. The result is 0 (inactive).